From a dataset of Full USPTO retrosynthesis dataset with 1.9M reactions from patents (1976-2016). Predict the reactants needed to synthesize the given product. (1) Given the product [NH2:10][C:11]1[CH:12]=[C:13]([C:14]2[O:9][C:3]3[CH:4]=[CH:5][C:6]([Cl:8])=[CH:7][C:2]=3[N:1]=2)[CH:17]=[CH:18][CH:19]=1, predict the reactants needed to synthesize it. The reactants are: [NH2:1][C:2]1[CH:7]=[C:6]([Cl:8])[CH:5]=[CH:4][C:3]=1[OH:9].[NH2:10][C:11]1[CH:12]=[C:13]([CH:17]=[CH:18][CH:19]=1)[C:14](O)=O. (2) Given the product [CH2:1]([O:3][C:4]([C:6]1[C:14]2[C:9](=[CH:10][CH:11]=[C:12]([O:15][C:39]3[CH:40]=[CH:41][C:36]([C:32]([CH3:35])([CH3:34])[CH3:33])=[CH:37][CH:38]=3)[CH:13]=2)[N:8]([C:16]2[CH:21]=[CH:20][C:19]([O:22][CH:23]([CH3:24])[CH3:25])=[CH:18][CH:17]=2)[C:7]=1[CH2:26][C:27]([O:29][CH2:30][CH3:31])=[O:28])=[O:5])[CH3:2], predict the reactants needed to synthesize it. The reactants are: [CH2:1]([O:3][C:4]([C:6]1[C:14]2[C:9](=[CH:10][CH:11]=[C:12]([OH:15])[CH:13]=2)[N:8]([C:16]2[CH:21]=[CH:20][C:19]([O:22][CH:23]([CH3:25])[CH3:24])=[CH:18][CH:17]=2)[C:7]=1[CH2:26][C:27]([O:29][CH2:30][CH3:31])=[O:28])=[O:5])[CH3:2].[C:32]([C:36]1[CH:41]=[CH:40][C:39](B(O)O)=[CH:38][CH:37]=1)([CH3:35])([CH3:34])[CH3:33]. (3) Given the product [CH3:1][O:2][C:3]1[C:11]([O:12][CH3:13])=[CH:10][C:6]([C:7]([NH2:9])=[O:8])=[C:5]([NH2:14])[CH:4]=1, predict the reactants needed to synthesize it. The reactants are: [CH3:1][O:2][C:3]1[C:11]([O:12][CH3:13])=[CH:10][C:6]([C:7]([NH2:9])=[O:8])=[C:5]([N+:14]([O-])=O)[CH:4]=1.[BH4-].[Na+].